This data is from Reaction yield outcomes from USPTO patents with 853,638 reactions. The task is: Predict the reaction yield, written as a fraction of the theoretical maximum amount of product (1.0 means a 100% yield; for example, 0.34 means a 34% yield). (1) The reactants are [F:1][C:2]1[CH:3]=[C:4]([C:10]2[C:15]([C:16]3[CH:21]=[CH:20][C:19]([O:22][CH3:23])=[CH:18][CH:17]=3)=[N:14][NH:13][C:12](=[O:24])[CH:11]=2)[CH:5]=[CH:6][C:7]=1[O:8][CH3:9].Cl[CH2:26][CH:27]1[CH2:29][CH2:28]1. No catalyst specified. The product is [CH:27]1([CH2:26][N:13]2[C:12](=[O:24])[CH:11]=[C:10]([C:4]3[CH:5]=[CH:6][C:7]([O:8][CH3:9])=[C:2]([F:1])[CH:3]=3)[C:15]([C:16]3[CH:17]=[CH:18][C:19]([O:22][CH3:23])=[CH:20][CH:21]=3)=[N:14]2)[CH2:29][CH2:28]1. The yield is 0.938. (2) The reactants are [C:1]1([S:11]([N:14]2[CH2:19][CH2:18][CH2:17][CH2:16][CH:15]2[CH2:20][CH2:21][CH2:22][C:23]([O:25]C)=[O:24])(=[O:13])=[O:12])[C:10]2[C:5](=[CH:6][CH:7]=[CH:8][CH:9]=2)[CH:4]=[CH:3][CH:2]=1.[OH-].[Li+]. The catalyst is CO.O. The product is [C:1]1([S:11]([N:14]2[CH2:19][CH2:18][CH2:17][CH2:16][CH:15]2[CH2:20][CH2:21][CH2:22][C:23]([OH:25])=[O:24])(=[O:13])=[O:12])[C:10]2[C:5](=[CH:6][CH:7]=[CH:8][CH:9]=2)[CH:4]=[CH:3][CH:2]=1. The yield is 0.910. (3) The reactants are [CH3:1][N:2]([S:23]([C:26]1[CH:31]=[CH:30][CH:29]=[CH:28][N:27]=1)(=[O:25])=[O:24])[C:3]1[CH:4]=[C:5]([O:15][CH2:16][CH2:17][CH2:18][S:19]([CH3:22])(=[O:21])=[O:20])[CH:6]=[C:7]2[C:11]=1[NH:10][C:9]([C:12](O)=[O:13])=[CH:8]2.[CH2:32]([S:39][CH:40]([CH:43]([O:46][CH3:47])[O:44][CH3:45])[CH2:41][NH2:42])[C:33]1[CH:38]=[CH:37][CH:36]=[CH:35][CH:34]=1.N1(O)C2C=CC=CC=2N=N1.Cl.CN(C)CCCN=C=NCC. The catalyst is O.CN(C)C=O. The product is [CH2:32]([S:39][CH:40]([CH:43]([O:44][CH3:45])[O:46][CH3:47])[CH2:41][NH:42][C:12]([C:9]1[NH:10][C:11]2[C:7]([CH:8]=1)=[CH:6][C:5]([O:15][CH2:16][CH2:17][CH2:18][S:19]([CH3:22])(=[O:20])=[O:21])=[CH:4][C:3]=2[N:2]([CH3:1])[S:23]([C:26]1[CH:31]=[CH:30][CH:29]=[CH:28][N:27]=1)(=[O:24])=[O:25])=[O:13])[C:33]1[CH:38]=[CH:37][CH:36]=[CH:35][CH:34]=1. The yield is 0.870. (4) The catalyst is ClCCl. The reactants are Cl.[C:2]1(=[O:12])[C:6]2([CH2:11][CH2:10][CH2:9][NH:8][CH2:7]2)[CH2:5][CH2:4][NH:3]1.C(N(CC)CC)C.[F:20][C:21]([F:33])([F:32])[C:22]1[CH:23]=[C:24]([S:28](Cl)(=[O:30])=[O:29])[CH:25]=[CH:26][CH:27]=1. The product is [F:33][C:21]([F:20])([F:32])[C:22]1[CH:23]=[C:24]([S:28]([N:8]2[CH2:9][CH2:10][CH2:11][C:6]3([C:2](=[O:12])[NH:3][CH2:4][CH2:5]3)[CH2:7]2)(=[O:29])=[O:30])[CH:25]=[CH:26][CH:27]=1. The yield is 0.390. (5) The reactants are Br[C:2]1[C:3]([C:12]2[CH:13]=[N:14][CH:15]=[CH:16][CH:17]=2)=[N:4][C:5]([NH2:11])=[C:6]([N+:8]([O-:10])=[O:9])[CH:7]=1.[F:18][C:19]1[CH:20]=[N:21][CH:22]=[CH:23][C:24]=1[Sn](CCCC)(CCCC)CCCC. The catalyst is C1(P([Pd-](Cl)P(C2C=CC=CC=2)(C2C=CC=CC=2)C2C=CC=CC=2)(C2C=CC=CC=2)C2C=CC=CC=2)C=CC=CC=1.[Cu]I.CN(C)C=O. The product is [F:18][C:19]1[CH:20]=[N:21][CH:22]=[CH:23][C:24]=1[C:2]1[C:3]([C:12]2[CH:13]=[N:14][CH:15]=[CH:16][CH:17]=2)=[N:4][C:5]([NH2:11])=[C:6]([N+:8]([O-:10])=[O:9])[CH:7]=1. The yield is 0.510.